This data is from Retrosynthesis with 50K atom-mapped reactions and 10 reaction types from USPTO. The task is: Predict the reactants needed to synthesize the given product. (1) The reactants are: C1COCCN1.CCOC(=O)c1sc(-c2ccc(Cl)nc2)nc1C. Given the product Cc1nc(-c2ccc(Cl)nc2)sc1C(=O)N1CCOCC1, predict the reactants needed to synthesize it. (2) Given the product O=C(c1cc2ncc(Cl)cn2n1)N1CCn2c(ccc2-c2ccncn2)C1, predict the reactants needed to synthesize it. The reactants are: O=C(O)c1cc2ncc(Cl)cn2n1.c1cc(-c2ccc3n2CCNC3)ncn1. (3) Given the product C#CCC/C=C(\C)CCCCCCCCC, predict the reactants needed to synthesize it. The reactants are: C#CC[Mg+].CCCCCCCCC/C(C)=C/CBr. (4) The reactants are: CCOC(CBr)OCC.c1c[nH]cn1. Given the product CCOC(Cn1ccnc1)OCC, predict the reactants needed to synthesize it.